From a dataset of Reaction yield outcomes from USPTO patents with 853,638 reactions. Predict the reaction yield, written as a fraction of the theoretical maximum amount of product (1.0 means a 100% yield; for example, 0.34 means a 34% yield). (1) The reactants are [H-].[Na+].[C:3]([CH2:5]P(=O)(OCC)OCC)#[N:4].[Br:14][C:15]1[CH:23]=[C:22]([N+:24]([O-:26])=[O:25])[C:21]([O:27][CH3:28])=[C:20]2[C:16]=1[CH2:17][CH2:18][C:19]2=O.[Cl-].[NH4+]. The catalyst is O1CCCC1. The product is [Br:14][C:15]1[CH:23]=[C:22]([N+:24]([O-:26])=[O:25])[C:21]([O:27][CH3:28])=[C:20]2[C:16]=1[CH2:17][CH2:18][C:19]2=[CH:5][C:3]#[N:4]. The yield is 0.770. (2) The reactants are [CH2:1]([Sn:5](=[O:10])[CH2:6][CH2:7][CH2:8][CH3:9])[CH2:2][CH2:3][CH3:4].[CH3:11][CH:12]([CH3:16])[CH2:13][CH2:14][OH:15]. No catalyst specified. The product is [CH2:1]([Sn:5]([CH2:6][CH2:7][CH2:8][CH3:9])([O:15][CH2:14][CH2:13][CH:12]([CH3:16])[CH3:11])[O:10][Sn:5]([CH2:6][CH2:7][CH2:8][CH3:9])([CH2:1][CH2:2][CH2:3][CH3:4])[O:15][CH2:14][CH2:13][CH:12]([CH3:16])[CH3:11])[CH2:2][CH2:3][CH3:4]. The yield is 0.990. (3) The reactants are C([O:3][C:4]([C:6]1([NH:15][C:16]([CH:18]2[CH2:23][CH:22]3[CH2:24][CH:19]2[CH2:20][CH2:21]3)=[O:17])[CH2:14][C:13]2[C:8](=[CH:9][CH:10]=[CH:11][CH:12]=2)[CH2:7]1)=[O:5])C.[OH-].[K+].O. The catalyst is CCO. The product is [CH:19]12[CH2:24][CH:22]([CH2:21][CH2:20]1)[CH2:23][CH:18]2[C:16]([NH:15][C:6]1([C:4]([OH:5])=[O:3])[CH2:7][C:8]2[C:13](=[CH:12][CH:11]=[CH:10][CH:9]=2)[CH2:14]1)=[O:17]. The yield is 0.770.